From a dataset of Catalyst prediction with 721,799 reactions and 888 catalyst types from USPTO. Predict which catalyst facilitates the given reaction. (1) Reactant: [C:1](Cl)(=[O:5])[CH:2]([CH3:4])[CH3:3].[CH3:7][NH:8][C:9]1[CH:10]=[N:11][N:12]([C:14]2[CH:15]=[N:16][CH:17]=[CH:18][CH:19]=2)[CH:13]=1. Product: [CH3:7][N:8]([C:9]1[CH:10]=[N:11][N:12]([C:14]2[CH:15]=[N:16][CH:17]=[CH:18][CH:19]=2)[CH:13]=1)[C:1](=[O:5])[CH:2]([CH3:4])[CH3:3]. The catalyst class is: 68. (2) Reactant: [Si:1]([O:8][CH2:9][C@@H:10]([NH:12][C:13]([C:15]1[N:16]=[C:17]([N:20]2[CH2:23][CH:22](OS(C)(=O)=O)[CH2:21]2)[S:18][CH:19]=1)=[O:14])[CH3:11])([C:4]([CH3:7])([CH3:6])[CH3:5])([CH3:3])[CH3:2].[C:29]([O-:32])(=[S:31])[CH3:30].[K+]. Product: [C:29]([S:31][CH:22]1[CH2:21][N:20]([C:17]2[S:18][CH:19]=[C:15]([C:13](=[O:14])[NH:12][C@@H:10]([CH3:11])[CH2:9][O:8][Si:1]([C:4]([CH3:5])([CH3:7])[CH3:6])([CH3:2])[CH3:3])[N:16]=2)[CH2:23]1)(=[O:32])[CH3:30]. The catalyst class is: 9. (3) Reactant: [Cl-].[Cl-].[Cl-].[Al+3].[C:5](Cl)(=[O:7])[CH3:6].[CH:9]1([S:12][C:13]2[CH:18]=[CH:17][CH:16]=[CH:15][CH:14]=2)[CH2:11][CH2:10]1. Product: [CH:9]1([S:12][C:13]2[CH:18]=[CH:17][C:16]([C:5](=[O:7])[CH3:6])=[CH:15][CH:14]=2)[CH2:11][CH2:10]1. The catalyst class is: 2. (4) Reactant: [O:1]=[C:2]1[C:10](=[O:11])[C:9]2[C:4](=[CH:5][CH:6]=[C:7]([S:12][CH2:13][CH2:14][C:15]3[CH:25]=[CH:24][C:18]([C:19]([O:21]CC)=[O:20])=[CH:17][CH:16]=3)[CH:8]=2)[N:3]1[CH2:26][CH2:27][CH2:28][CH2:29][CH3:30].C(=O)([O-])[O-].[K+].[K+]. Product: [O:1]=[C:2]1[C:10](=[O:11])[C:9]2[C:4](=[CH:5][CH:6]=[C:7]([S:12][CH2:13][CH2:14][C:15]3[CH:25]=[CH:24][C:18]([C:19]([OH:21])=[O:20])=[CH:17][CH:16]=3)[CH:8]=2)[N:3]1[CH2:26][CH2:27][CH2:28][CH2:29][CH3:30]. The catalyst class is: 24. (5) Reactant: Br[C:2]1[S:6][C:5]2=[N:7][CH:8]=[CH:9][N:4]2[N:3]=1.[F:10][C:11]1[CH:17]=[CH:16][C:14]([NH2:15])=[CH:13][CH:12]=1. Product: [F:10][C:11]1[CH:17]=[CH:16][C:14]([NH:15][C:2]2[S:6][C:5]3=[N:7][CH:8]=[CH:9][N:4]3[N:3]=2)=[CH:13][CH:12]=1. The catalyst class is: 4.